Task: Predict the product of the given reaction.. Dataset: Forward reaction prediction with 1.9M reactions from USPTO patents (1976-2016) Given the reactants [I:1][C:2]1[CH:7]=[CH:6][C:5]([C:8]2([C:14]#[N:15])[CH2:13][CH2:12][NH:11][CH2:10][CH2:9]2)=[CH:4][CH:3]=1.C=O.[CH3:18]C(O)=O.[BH-](OC(C)=O)(OC(C)=O)OC(C)=O.[Na+], predict the reaction product. The product is: [I:1][C:2]1[CH:7]=[CH:6][C:5]([C:8]2([C:14]#[N:15])[CH2:13][CH2:12][N:11]([CH3:18])[CH2:10][CH2:9]2)=[CH:4][CH:3]=1.